This data is from CYP1A2 inhibition data for predicting drug metabolism from PubChem BioAssay. The task is: Regression/Classification. Given a drug SMILES string, predict its absorption, distribution, metabolism, or excretion properties. Task type varies by dataset: regression for continuous measurements (e.g., permeability, clearance, half-life) or binary classification for categorical outcomes (e.g., BBB penetration, CYP inhibition). Dataset: cyp1a2_veith. (1) The compound is COc1ccccc1CN1CC[C@@]2(CCCN(C(=O)c3c(C)noc3C)C2)C1. The result is 0 (non-inhibitor). (2) The compound is COc1ccc(S(=O)(=O)N2CCN(CC(=O)Nc3cc(C(F)(F)F)ccc3Cl)CC2)cc1. The result is 0 (non-inhibitor). (3) The drug is COc1ccc(C(=O)N2CCCCC2)cc1S(=O)(=O)Nc1ccccc1. The result is 0 (non-inhibitor). (4) The drug is COc1ccc(C(=O)c2c(C)n(CCN3CCOCC3)c3cc(I)ccc23)cc1. The result is 1 (inhibitor). (5) The molecule is O[C@H](C[C@@H]1CCCCN1)c1ccc2c(c1)oc1ccccc12. The result is 0 (non-inhibitor). (6) The molecule is Cc1cccc(C)c1NC(=O)N1CCC(N2CCCCC2)CC1. The result is 0 (non-inhibitor). (7) The molecule is COc1ccc2[nH]cc(CCNc3cc(-c4ccccc4CN(C)C)ncn3)c2c1. The result is 1 (inhibitor).